Dataset: Forward reaction prediction with 1.9M reactions from USPTO patents (1976-2016). Task: Predict the product of the given reaction. (1) Given the reactants [CH3:1][C:2]1[CH:7]=[CH:6][C:5]([NH:8][C:9](=[O:23])[C:10]2[CH:15]=[CH:14][C:13]([CH2:16][N:17]3[CH2:22][CH2:21][NH:20][CH2:19][CH2:18]3)=[CH:12][CH:11]=2)=[CH:4][C:3]=1[NH:24][C:25]1[N:30]=[C:29]([C:31]2[CH:32]=[N:33][CH:34]=[CH:35][CH:36]=2)[CH:28]=[CH:27][N:26]=1.[CH2:37]([O:39][C:40](=[O:56])[CH:41]([O:43][P:44]([CH2:53][CH:54]=O)([O:46][C:47]1[CH:52]=[CH:51][CH:50]=[CH:49][CH:48]=1)=[O:45])[CH3:42])[CH3:38].[BH3-]C#N.[Na+], predict the reaction product. The product is: [CH2:37]([O:39][C:40](=[O:56])[CH:41]([O:43][P:44]([CH2:53][CH2:54][N:20]1[CH2:19][CH2:18][N:17]([CH2:16][C:13]2[CH:12]=[CH:11][C:10]([C:9](=[O:23])[NH:8][C:5]3[CH:6]=[CH:7][C:2]([CH3:1])=[C:3]([NH:24][C:25]4[N:30]=[C:29]([C:31]5[CH:32]=[N:33][CH:34]=[CH:35][CH:36]=5)[CH:28]=[CH:27][N:26]=4)[CH:4]=3)=[CH:15][CH:14]=2)[CH2:22][CH2:21]1)([O:46][C:47]1[CH:52]=[CH:51][CH:50]=[CH:49][CH:48]=1)=[O:45])[CH3:42])[CH3:38]. (2) Given the reactants [Cl:1][C:2]1[CH:7]=[CH:6][C:5]([NH:8][C:9]([C:11]2[CH:19]=[CH:18][C:14]([C:15]([OH:17])=O)=[CH:13][CH:12]=2)=[O:10])=[CH:4][C:3]=1[C:20]1[CH:25]=[CH:24][CH:23]=[CH:22][N:21]=1.[NH2:26][C:27]1[CH:28]=[N:29][CH:30]=[CH:31][CH:32]=1, predict the reaction product. The product is: [Cl:1][C:2]1[CH:7]=[CH:6][C:5]([NH:8][C:9](=[O:10])[C:11]2[CH:19]=[CH:18][C:14]([C:15]([NH:26][C:27]3[CH:28]=[N:29][CH:30]=[CH:31][CH:32]=3)=[O:17])=[CH:13][CH:12]=2)=[CH:4][C:3]=1[C:20]1[CH:25]=[CH:24][CH:23]=[CH:22][N:21]=1. (3) The product is: [Cl:5][C:6]1[C:7]([OH:13])=[CH:8][C:9]([OH:12])=[C:10]([C:1](=[O:4])[CH3:2])[CH:11]=1. Given the reactants [C:1]([OH:4])(=O)[CH3:2].[Cl:5][C:6]1[CH:11]=[CH:10][C:9]([OH:12])=[CH:8][C:7]=1[OH:13], predict the reaction product. (4) Given the reactants [CH2:1]([N:3]([CH2:22][CH3:23])[C:4]1[C:9]([N+:10]([O-])=O)=[CH:8][CH:7]=[C:6]([NH:13][CH2:14][C:15]2[CH:20]=[CH:19][C:18]([F:21])=[CH:17][CH:16]=2)[N:5]=1)[CH3:2], predict the reaction product. The product is: [CH2:22]([N:3]([CH2:1][CH3:2])[C:4]1[C:9]([NH2:10])=[CH:8][CH:7]=[C:6]([NH:13][CH2:14][C:15]2[CH:20]=[CH:19][C:18]([F:21])=[CH:17][CH:16]=2)[N:5]=1)[CH3:23]. (5) Given the reactants [C:1]([C:5]1[CH:10]=[C:9]([O:11][CH3:12])[CH:8]=[CH:7][N:6]=1)#[C:2][CH2:3][CH3:4].[C:13]1([CH3:26])[CH:18]=[C:17]([CH3:19])[CH:16]=[C:15]([CH3:20])[C:14]=1[S:21]([O:24][NH2:25])(=[O:23])=[O:22].C(OCC)C, predict the reaction product. The product is: [C:13]1([CH3:26])[CH:18]=[C:17]([CH3:19])[CH:16]=[C:15]([CH3:20])[C:14]=1[S:21]([O-:24])(=[O:23])=[O:22].[NH2:25][N+:6]1[CH:7]=[CH:8][C:9]([O:11][CH3:12])=[CH:10][C:5]=1[C:1]#[C:2][CH2:3][CH3:4]. (6) Given the reactants [NH2-].[Na+].[CH3:3][CH:4]1[CH:9]([CH2:10][OH:11])[CH2:8][CH:7]=[CH:6][CH2:5]1.Br[CH2:13][CH:14]1[CH2:16][CH2:15]1, predict the reaction product. The product is: [CH:14]1([CH2:13][O:11][CH2:10][CH:9]2[CH:4]([CH3:3])[CH2:5][CH:6]=[CH:7][CH2:8]2)[CH2:16][CH2:15]1. (7) Given the reactants [CH2:1]([O:3][C:4](=[O:39])[CH2:5][CH2:6][N:7]([CH2:33][C:34]([O:36][CH2:37][CH3:38])=[O:35])[C:8](=[O:32])[CH2:9][CH2:10][CH2:11][CH2:12][CH2:13][NH:14]C(OCC1C2C=CC=CC=2C2C1=CC=CC=2)=O)[CH3:2], predict the reaction product. The product is: [CH2:1]([O:3][C:4](=[O:39])[CH2:5][CH2:6][N:7]([C:8](=[O:32])[CH2:9][CH2:10][CH2:11][CH2:12][CH2:13][NH2:14])[CH2:33][C:34]([O:36][CH2:37][CH3:38])=[O:35])[CH3:2]. (8) Given the reactants Br[C:2]1[CH:10]=[C:9]2[C:5]([CH2:6][N:7]([C:12]3[CH:20]=[C:19]4[C:15]([CH:16]=[CH:17][N:18]4[CH3:21])=[CH:14][CH:13]=3)[C:8]2=[O:11])=[CH:4][CH:3]=1.[N:22]1[CH:27]=[CH:26][CH:25]=[C:24](B(O)O)[CH:23]=1.C(=O)([O-])[O-].[Cs+].[Cs+].COCCOC.O, predict the reaction product. The product is: [CH3:21][N:18]1[C:19]2[C:15](=[CH:14][CH:13]=[C:12]([N:7]3[CH2:6][C:5]4[C:9](=[CH:10][C:2]([C:24]5[CH:23]=[N:22][CH:27]=[CH:26][CH:25]=5)=[CH:3][CH:4]=4)[C:8]3=[O:11])[CH:20]=2)[CH:16]=[CH:17]1. (9) Given the reactants [CH3:1][C@H:2]1[NH:7][C@@H:6]([CH3:8])[CH2:5][N:4]([C:9]2[CH:10]=[CH:11][C:12]([O:16][CH3:17])=[C:13]([CH:15]=2)[NH2:14])[CH2:3]1.[S:18]1[CH:22]=[CH:21][CH:20]=[C:19]1[C:23]1[CH:28]=[CH:27][C:26]([S:29](Cl)(=[O:31])=[O:30])=[CH:25][CH:24]=1, predict the reaction product. The product is: [CH3:8][C@H:6]1[NH:7][C@@H:2]([CH3:1])[CH2:3][N:4]([C:9]2[CH:10]=[CH:11][C:12]([O:16][CH3:17])=[C:13]([NH:14][S:29]([C:26]3[CH:25]=[CH:24][C:23]([C:19]4[S:18][CH:22]=[CH:21][CH:20]=4)=[CH:28][CH:27]=3)(=[O:30])=[O:31])[CH:15]=2)[CH2:5]1.